This data is from Catalyst prediction with 721,799 reactions and 888 catalyst types from USPTO. The task is: Predict which catalyst facilitates the given reaction. (1) Reactant: [CH2:1]([C:7]1[O:8][C:9](I)=[CH:10][CH:11]=1)[CH2:2][CH2:3][CH2:4][CH2:5][CH3:6]. Product: [CH2:1]([C:7]1[O:8][C:9]([C:7]2[O:8][CH:9]=[CH:10][CH:11]=2)=[CH:10][CH:11]=1)[CH2:2][CH2:3][CH2:4][CH2:5][CH3:6]. The catalyst class is: 109. (2) Reactant: C1(P([N:15]=[N+:16]=[N-:17])(C2C=CC=CC=2)=O)C=CC=CC=1.N12CCCN=C1CCCCC2.O[CH2:30][C:31]1[CH:32]=[C:33]([CH2:37][CH:38]([NH:40][C:41]2[N:46]=[C:45]([NH:47][C:48]3[N:53]([CH3:54])[C:52](=[O:55])[CH:51]=[C:50]([C:56]4[CH:61]=[CH:60][CH:59]=[CH:58][CH:57]=4)[N:49]=3)[CH:44]=[CH:43][N:42]=2)C)[CH:34]=[CH:35][CH:36]=1. Product: [N:15]([CH2:30][C:31]1[CH:32]=[C:33]([CH2:37][CH2:38][NH:40][C:41]2[N:46]=[C:45]([NH:47][C:48]3[N:53]([CH3:54])[C:52](=[O:55])[CH:51]=[C:50]([C:56]4[CH:61]=[CH:60][CH:59]=[CH:58][CH:57]=4)[N:49]=3)[CH:44]=[CH:43][N:42]=2)[CH:34]=[CH:35][CH:36]=1)=[N+:16]=[N-:17]. The catalyst class is: 20. (3) Reactant: [CH2:1]([NH:3][C:4]1[S:5][C:6]([C:10]2[CH:15]=[CH:14][N:13]=[C:12]([NH:16][C:17]3[CH:22]=[CH:21][C:20]([N:23]4[CH2:28][CH2:27][N:26](C(=O)C)[CH2:25][CH2:24]4)=[CH:19][CH:18]=3)[N:11]=2)=[C:7]([CH3:9])[N:8]=1)[CH3:2]. Product: [CH2:1]([NH:3][C:4]1[S:5][C:6]([C:10]2[CH:15]=[CH:14][N:13]=[C:12]([NH:16][C:17]3[CH:18]=[CH:19][C:20]([N:23]4[CH2:24][CH2:25][NH:26][CH2:27][CH2:28]4)=[CH:21][CH:22]=3)[N:11]=2)=[C:7]([CH3:9])[N:8]=1)[CH3:2]. The catalyst class is: 23. (4) Reactant: Br[C:2]1[CH:7]=[CH:6][CH:5]=[CH:4][C:3]=1[C:8](=[O:28])[CH2:9][CH2:10][C:11]1[N:12]=[C:13]([C:16]2[CH:21]=[CH:20][C:19]([O:22][CH2:23][CH3:24])=[C:18]([O:25][CH2:26][CH3:27])[CH:17]=2)[S:14][CH:15]=1.O.C(OCC)(=O)C.[CH3:36][N:37](C=O)C. Product: [CH2:26]([O:25][C:18]1[CH:17]=[C:16]([C:13]2[S:14][CH:15]=[C:11]([CH2:10][CH2:9][C:8]([C:3]3[CH:4]=[CH:5][CH:6]=[CH:7][C:2]=3[C:36]#[N:37])=[O:28])[N:12]=2)[CH:21]=[CH:20][C:19]=1[O:22][CH2:23][CH3:24])[CH3:27]. The catalyst class is: 267. (5) Reactant: [CH2:1]([O:3][C:4]([C@H:6]1[CH2:11][CH2:10][C@H:9]([N:12]2[C:16]([C:17]([F:20])([F:19])[F:18])=[C:15]([C:21](O)=[O:22])[CH:14]=[N:13]2)[CH2:8][CH2:7]1)=[O:5])[CH3:2].[Cl:24][C:25]1[CH:26]=[N:27][CH:28]=[C:29]([Cl:50])[C:30]=1[CH:31]([O:42][Si:43]([CH2:48][CH3:49])([CH2:46][CH3:47])[CH2:44][CH3:45])[CH2:32][NH:33][CH2:34][C:35]1[CH:40]=[CH:39][C:38]([F:41])=[CH:37][CH:36]=1.CN(C(ON1N=NC2C=CC=NC1=2)=[N+](C)C)C.F[P-](F)(F)(F)(F)F.CCN(C(C)C)C(C)C. Product: [Cl:24][C:25]1[CH:26]=[N:27][CH:28]=[C:29]([Cl:50])[C:30]=1[CH:31]([O:42][Si:43]([CH2:48][CH3:49])([CH2:46][CH3:47])[CH2:44][CH3:45])[CH2:32][N:33]([CH2:34][C:35]1[CH:40]=[CH:39][C:38]([F:41])=[CH:37][CH:36]=1)[C:21]([C:15]1[CH:14]=[N:13][N:12]([C@H:9]2[CH2:10][CH2:11][C@H:6]([C:4]([O:3][CH2:1][CH3:2])=[O:5])[CH2:7][CH2:8]2)[C:16]=1[C:17]([F:18])([F:20])[F:19])=[O:22]. The catalyst class is: 3.